Dataset: NCI-60 drug combinations with 297,098 pairs across 59 cell lines. Task: Regression. Given two drug SMILES strings and cell line genomic features, predict the synergy score measuring deviation from expected non-interaction effect. (1) Cell line: MCF7. Drug 1: CC=C1C(=O)NC(C(=O)OC2CC(=O)NC(C(=O)NC(CSSCCC=C2)C(=O)N1)C(C)C)C(C)C. Synergy scores: CSS=41.6, Synergy_ZIP=-0.878, Synergy_Bliss=-0.0497, Synergy_Loewe=-46.4, Synergy_HSA=0.474. Drug 2: CCN(CC)CCNC(=O)C1=C(NC(=C1C)C=C2C3=C(C=CC(=C3)F)NC2=O)C. (2) Drug 1: C1CCN(CC1)CCOC2=CC=C(C=C2)C(=O)C3=C(SC4=C3C=CC(=C4)O)C5=CC=C(C=C5)O. Drug 2: CCCCCOC(=O)NC1=NC(=O)N(C=C1F)C2C(C(C(O2)C)O)O. Cell line: U251. Synergy scores: CSS=2.21, Synergy_ZIP=-1.18, Synergy_Bliss=-1.80, Synergy_Loewe=-0.292, Synergy_HSA=-1.37.